From a dataset of Reaction yield outcomes from USPTO patents with 853,638 reactions. Predict the reaction yield, written as a fraction of the theoretical maximum amount of product (1.0 means a 100% yield; for example, 0.34 means a 34% yield). (1) The reactants are [Cl:1][C:2]1[N:3]=[C:4]([N:17]2[CH2:22][CH2:21][O:20][CH2:19][CH2:18]2)[C:5]2[O:10][C:9]3[N:11]=[CH:12][C:13]([CH:15]=O)=[CH:14][C:8]=3[C:6]=2[N:7]=1.[CH3:23][O:24][CH2:25][CH2:26][NH:27][CH3:28].[BH-](OC(C)=O)(OC(C)=O)OC(C)=O.[Na+].[BH3-]C#N.[Na+]. The catalyst is C(Cl)Cl.CO. The product is [Cl:1][C:2]1[N:3]=[C:4]([N:17]2[CH2:18][CH2:19][O:20][CH2:21][CH2:22]2)[C:5]2[O:10][C:9]3[N:11]=[CH:12][C:13]([CH2:15][N:27]([CH2:26][CH2:25][O:24][CH3:23])[CH3:28])=[CH:14][C:8]=3[C:6]=2[N:7]=1. The yield is 0.390. (2) The reactants are [NH2:1][C:2]1[CH:7]=[C:6]([Cl:8])[CH:5]=[CH:4][N:3]=1.C1C(=O)N([I:16])C(=O)C1. The catalyst is CN(C=O)C. The product is [Cl:8][C:6]1[C:5]([I:16])=[CH:4][N:3]=[C:2]([NH2:1])[CH:7]=1. The yield is 0.620. (3) The product is [N:10]1([CH2:9][CH2:8][CH2:7][N:6]=[C:4]=[N:3][CH2:1][CH3:2])[CH2:14][CH2:13][CH2:12][CH2:11]1. The catalyst is ClCCl. The reactants are [CH2:1]([NH:3][C:4]([NH:6][CH2:7][CH2:8][CH2:9][N:10]1[CH2:14][CH2:13][CH2:12][CH2:11]1)=O)[CH3:2].C(N(CC)CC)C.C1(C)C=CC(S(Cl)(=O)=O)=CC=1. The yield is 0.670. (4) The reactants are [CH2:1]([O:8][C:9]1[CH:14]=[CH:13][C:12]([NH:15][C:16]2[C:25]3[C:20](=[CH:21][CH:22]=[C:23](Br)[CH:24]=3)[N:19]=[CH:18][N:17]=2)=[CH:11][CH:10]=1)[C:2]1[CH:7]=[CH:6][CH:5]=[CH:4][CH:3]=1.[O:27]1[CH2:31][CH2:30][O:29][CH:28]1[C:32]1[O:36][C:35]([Sn](CCCC)(CCCC)CCCC)=[CH:34][CH:33]=1. The catalyst is O1CCOCC1. The product is [CH2:1]([O:8][C:9]1[CH:14]=[CH:13][C:12]([NH:15][C:16]2[C:25]3[C:20](=[CH:21][CH:22]=[C:23]([C:35]4[O:36][C:32]([CH:28]5[O:29][CH2:30][CH2:31][O:27]5)=[CH:33][CH:34]=4)[CH:24]=3)[N:19]=[CH:18][N:17]=2)=[CH:11][CH:10]=1)[C:2]1[CH:7]=[CH:6][CH:5]=[CH:4][CH:3]=1. The yield is 0.620. (5) The reactants are [NH2:1][C@H:2]1[CH2:6][CH2:5][N:4]([C:7]2[N:15]=[C:14]3[C:10]([N:11]=[CH:12][N:13]3[CH:16]([CH3:18])[CH3:17])=[C:9]([NH:19][C:20]3[CH:25]=[CH:24][C:23]([N:26]4[CH2:31][CH2:30][N:29]([CH3:32])[CH2:28][CH2:27]4)=[CH:22][CH:21]=3)[N:8]=2)[CH2:3]1.CCN(C(C)C)C(C)C.[C:42](O)(=[O:45])[CH:43]=[CH2:44].CCCP(=O)=O.C([O-])([O-])=O.[Na+].[Na+]. The catalyst is CN(C=O)C.C(OCC)(=O)C.O. The product is [CH:16]([N:13]1[CH:12]=[N:11][C:10]2[C:14]1=[N:15][C:7]([N:4]1[CH2:5][CH2:6][C@H:2]([NH:1][C:42](=[O:45])[CH:43]=[CH2:44])[CH2:3]1)=[N:8][C:9]=2[NH:19][C:20]1[CH:21]=[CH:22][C:23]([N:26]2[CH2:31][CH2:30][N:29]([CH3:32])[CH2:28][CH2:27]2)=[CH:24][CH:25]=1)([CH3:18])[CH3:17]. The yield is 0.340. (6) The reactants are [CH2:1]([C:5]1[N:10]2[N:11]=[CH:12][N:13]=[C:9]2[N:8]([CH:14]2[CH2:19][CH2:18][C:17](=[O:20])[CH2:16][CH2:15]2)[C:7](=[O:21])[C:6]=1[CH2:22][C:23]1[CH:28]=[CH:27][C:26]([C:29]2[C:30]([C:35]#[N:36])=[CH:31][CH:32]=[CH:33][CH:34]=2)=[CH:25][C:24]=1[F:37])[CH2:2][CH2:3][CH3:4].O1CCCC1.[BH4-].[Na+]. The catalyst is CO. The product is [CH2:1]([C:5]1[N:10]2[N:11]=[CH:12][N:13]=[C:9]2[N:8]([C@H:14]2[CH2:19][CH2:18][C@H:17]([OH:20])[CH2:16][CH2:15]2)[C:7](=[O:21])[C:6]=1[CH2:22][C:23]1[CH:28]=[CH:27][C:26]([C:29]2[C:30]([C:35]#[N:36])=[CH:31][CH:32]=[CH:33][CH:34]=2)=[CH:25][C:24]=1[F:37])[CH2:2][CH2:3][CH3:4]. The yield is 0.820.